This data is from Forward reaction prediction with 1.9M reactions from USPTO patents (1976-2016). The task is: Predict the product of the given reaction. (1) Given the reactants [Cl:1][C:2]1[C:3]([F:45])=[C:4]([C@@H:8]2[C@:12]([C:15]3[CH:20]=[CH:19][C:18]([Cl:21])=[CH:17][C:16]=3[F:22])([C:13]#[N:14])[C@H:11]([CH2:23][C:24]([CH3:27])([CH3:26])[CH3:25])[NH:10][C@H:9]2[C:28](NC2C=CC(C(O)=O)=CC=2OC(F)(F)F)=[O:29])[CH:5]=[CH:6][CH:7]=1.[N:46]([C:49]1[CH:58]=[CH:57][C:52]([C:53]([O:55][CH3:56])=[O:54])=[CH:51][CH:50]=1)=[C:47]=[O:48], predict the reaction product. The product is: [CH3:56][O:55][C:53](=[O:54])[C:52]1[CH:57]=[CH:58][C:49]([N:46]2[C:28](=[O:29])[C@H:9]3[C@H:8]([C:4]4[CH:5]=[CH:6][CH:7]=[C:2]([Cl:1])[C:3]=4[F:45])[C@:12]([C:15]4[CH:20]=[CH:19][C:18]([Cl:21])=[CH:17][C:16]=4[F:22])([C:13]#[N:14])[C@H:11]([CH2:23][C:24]([CH3:27])([CH3:26])[CH3:25])[N:10]3[C:47]2=[O:48])=[CH:50][CH:51]=1. (2) The product is: [C:1]([O:5][C:6]([N:8]1[CH2:13][CH2:12][N:11]([C:14]2[C:19]([CH3:20])=[CH:18][C:17]([CH:30]=[CH:31][CH3:32])=[CH:16][N:15]=2)[CH2:10][CH2:9]1)=[O:7])([CH3:4])([CH3:3])[CH3:2]. Given the reactants [C:1]([O:5][C:6]([N:8]1[CH2:13][CH2:12][N:11]([C:14]2[C:19]([CH3:20])=[CH:18][C:17](Br)=[CH:16][N:15]=2)[CH2:10][CH2:9]1)=[O:7])([CH3:4])([CH3:3])[CH3:2].P([O-])([O-])([O-])=O.[K+].[K+].[K+].[CH:30](/B(O)O)=[CH:31]/[CH3:32].C1(C)C=CC=CC=1, predict the reaction product. (3) Given the reactants [NH2:1][C:2]1[CH:3]=[C:4]2[C:9](=[C:10](Br)[N:11]=1)[N:8]=[CH:7][CH:6]=[CH:5]2.C([O-])([O-])=O.[K+].[K+].C1(P(C2C=CC=CC=2)C2C=CC=CC=2)C=CC=CC=1.[F:38][C:39]1[CH:40]=[C:41](B(O)O)[CH:42]=[CH:43][CH:44]=1, predict the reaction product. The product is: [F:38][C:39]1[CH:44]=[C:43]([C:10]2[N:11]=[C:2]([NH2:1])[CH:3]=[C:4]3[C:9]=2[N:8]=[CH:7][CH:6]=[CH:5]3)[CH:42]=[CH:41][CH:40]=1. (4) Given the reactants [OH:1][C:2]1[CH:3]=[C:4]2[C:9](=[CH:10][CH:11]=1)[CH:8]=[C:7]([CH2:12][NH2+:13][CH3:14])[CH:6]=[CH:5]2.[Br-].C(=O)(O)[O-].[Na+], predict the reaction product. The product is: [CH3:14][NH:13][CH2:12][C:7]1[CH:8]=[C:9]2[C:4](=[CH:5][CH:6]=1)[CH:3]=[C:2]([OH:1])[CH:11]=[CH:10]2. (5) Given the reactants [Cl:1][C:2]1[CH:7]=[CH:6][C:5]([C:8]2[C:14]3[CH:15]=[C:16]([O:19][C:20]([F:23])([F:22])[F:21])[CH:17]=[CH:18][C:13]=3[N:12]3[C:24]([CH3:27])=[N:25][N:26]=[C:11]3[C@H:10]([CH2:28][C:29]([OH:31])=O)[CH:9]=2)=[CH:4][CH:3]=1.[CH2:32]([NH2:34])[CH3:33], predict the reaction product. The product is: [Cl:1][C:2]1[CH:7]=[CH:6][C:5]([C:8]2[C:14]3[CH:15]=[C:16]([O:19][C:20]([F:21])([F:23])[F:22])[CH:17]=[CH:18][C:13]=3[N:12]3[C:24]([CH3:27])=[N:25][N:26]=[C:11]3[C@H:10]([CH2:28][C:29]([NH:34][CH2:32][CH3:33])=[O:31])[CH:9]=2)=[CH:4][CH:3]=1. (6) Given the reactants N(C(OC(C)C)=O)=NC(OC(C)C)=O.[I:15][C:16]1[CH:17]=[N:18][N:19]([CH3:23])[C:20]=1[CH2:21][OH:22].O[C:25]1[CH:30]=[CH:29][C:28]([C:31]([F:34])([F:33])[F:32])=[CH:27][CH:26]=1.C1(P(C2C=CC=CC=2)C2C=CC=CC=2)C=CC=CC=1.[OH-].[Na+], predict the reaction product. The product is: [I:15][C:16]1[CH:17]=[N:18][N:19]([CH3:23])[C:20]=1[CH2:21][O:22][C:25]1[CH:30]=[CH:29][C:28]([C:31]([F:34])([F:33])[F:32])=[CH:27][CH:26]=1.